Task: Regression. Given a peptide amino acid sequence and an MHC pseudo amino acid sequence, predict their binding affinity value. This is MHC class II binding data.. Dataset: Peptide-MHC class II binding affinity with 134,281 pairs from IEDB (1) The peptide sequence is AASGADGTYDITKLG. The MHC is HLA-DQA10301-DQB10302 with pseudo-sequence HLA-DQA10301-DQB10302. The binding affinity (normalized) is 0.100. (2) The peptide sequence is EKLYFAATQFEPLAA. The MHC is HLA-DPA10301-DPB10402 with pseudo-sequence HLA-DPA10301-DPB10402. The binding affinity (normalized) is 1.00.